From a dataset of Reaction yield outcomes from USPTO patents with 853,638 reactions. Predict the reaction yield, written as a fraction of the theoretical maximum amount of product (1.0 means a 100% yield; for example, 0.34 means a 34% yield). (1) The product is [Cl:17][C:7]1[C:6]2[C:11](=[C:2]([I:1])[C:3]([CH3:14])=[CH:4][CH:5]=2)[N:10]=[C:9]([CH3:12])[N:8]=1. The reactants are [I:1][C:2]1[C:3]([CH3:14])=[CH:4][CH:5]=[C:6]2[C:11]=1[N:10]=[C:9]([CH3:12])[NH:8][C:7]2=O.P(Cl)(Cl)([Cl:17])=O. The yield is 0.940. No catalyst specified. (2) The reactants are [Cl:1][C:2]1[CH:3]=[C:4]([NH:8][C:9]2[C:18]3[C:13](=[CH:14][N:15]=[CH:16][CH:17]=3)[C:12]3[CH:19]=[CH:20][C:21]([C:23]([NH:25][NH2:26])=[O:24])=[CH:22][C:11]=3[N:10]=2)[CH:5]=[CH:6][CH:7]=1.[CH:27](OCC)(OCC)OCC. No catalyst specified. The product is [Cl:1][C:2]1[CH:3]=[C:4]([NH:8][C:9]2[C:18]3[C:13](=[CH:14][N:15]=[CH:16][CH:17]=3)[C:12]3[CH:19]=[CH:20][C:21]([C:23]4[O:24][CH:27]=[N:26][N:25]=4)=[CH:22][C:11]=3[N:10]=2)[CH:5]=[CH:6][CH:7]=1. The yield is 0.560.